This data is from Forward reaction prediction with 1.9M reactions from USPTO patents (1976-2016). The task is: Predict the product of the given reaction. (1) Given the reactants [NH:1]1[CH:5]=[C:4]([C:6]2[CH:14]=[CH:13][C:9]([C:10]([NH2:12])=[O:11])=[CH:8][CH:7]=2)[N:3]=[CH:2]1.[H-].[Na+].Cl[C:18]([N:20]([CH3:34])[CH:21]1[CH2:26][CH2:25][N:24]([C:27]([O:29][C:30]([CH3:33])([CH3:32])[CH3:31])=[O:28])[CH2:23][CH2:22]1)=[O:19], predict the reaction product. The product is: [C:10]([C:9]1[CH:8]=[CH:7][C:6]([C:4]2[N:3]=[CH:2][N:1]([C:18]([N:20]([CH:21]3[CH2:26][CH2:25][N:24]([C:27]([O:29][C:30]([CH3:33])([CH3:32])[CH3:31])=[O:28])[CH2:23][CH2:22]3)[CH3:34])=[O:19])[CH:5]=2)=[CH:14][CH:13]=1)(=[O:11])[NH2:12]. (2) Given the reactants [CH3:1][O:2][C:3]1[CH:41]=[C:40]([O:42][CH3:43])[CH:39]=[CH:38][C:4]=1[CH2:5][NH:6][C:7]1[N:16]2[N:17]=[C:18]([CH2:20][CH2:21][N:22]3[CH2:27][CH2:26][CH2:25][C:24]([C:29]([F:32])([F:31])[F:30])(O)[CH2:23]3)[N:19]=[C:15]2[C:14]2[C:9](=[C:10]3[O:35][C:34]([F:37])([F:36])[O:33][C:11]3=[CH:12][CH:13]=2)[N:8]=1.C(N(S(F)(F)[F:50])CC)C, predict the reaction product. The product is: [CH3:1][O:2][C:3]1[CH:41]=[C:40]([O:42][CH3:43])[CH:39]=[CH:38][C:4]=1[CH2:5][NH:6][C:7]1[N:16]2[N:17]=[C:18]([CH2:20][CH2:21][N:22]3[CH2:27][CH2:26][CH2:25][C:24]([F:50])([C:29]([F:30])([F:31])[F:32])[CH2:23]3)[N:19]=[C:15]2[C:14]2[C:9](=[C:10]3[O:35][C:34]([F:37])([F:36])[O:33][C:11]3=[CH:12][CH:13]=2)[N:8]=1. (3) Given the reactants [Cl:1][C:2]1[C:7]([F:8])=[C:6]([F:9])[CH:5]=[CH:4][C:3]=1[CH2:10][NH:11][C:12]([CH:14]1[CH2:18][NH:17][C:16](=[O:19])[N:15]1[CH3:20])=[O:13].I[C:22]1[N:26]([CH3:27])[N:25]=[CH:24][CH:23]=1.P([O-])([O-])([O-])=O.[K+].[K+].[K+].CN(C)[C@@H]1CCCC[C@H]1N, predict the reaction product. The product is: [Cl:1][C:2]1[C:7]([F:8])=[C:6]([F:9])[CH:5]=[CH:4][C:3]=1[CH2:10][NH:11][C:12]([CH:14]1[CH2:18][N:17]([C:22]2[N:26]([CH3:27])[N:25]=[CH:24][CH:23]=2)[C:16](=[O:19])[N:15]1[CH3:20])=[O:13]. (4) Given the reactants [Br:1][C:2]1[C:7]([C:8](OC)=[O:9])=[CH:6][C:5]([NH:12][C:13]([NH:15][CH2:16][CH2:17][CH3:18])=[O:14])=[N:4][CH:3]=1.[NH3:19], predict the reaction product. The product is: [Br:1][C:2]1[C:7]([C:8]([NH2:19])=[O:9])=[CH:6][C:5]([NH:12][C:13]([NH:15][CH2:16][CH2:17][CH3:18])=[O:14])=[N:4][CH:3]=1.